Dataset: Forward reaction prediction with 1.9M reactions from USPTO patents (1976-2016). Task: Predict the product of the given reaction. Given the reactants [CH:1]1([C@H:4]2[O:9][CH2:8][C@@H:7]([C:10]3[CH:15]=[CH:14][CH:13]=[CH:12][CH:11]=3)[NH:6][CH2:5]2)[CH2:3][CH2:2]1.Cl[C:17]1[N:18]=[CH:19][C:20]2[O:21][CH2:22][C:23](=[O:27])[NH:24][C:25]=2[N:26]=1, predict the reaction product. The product is: [CH:1]1([C@@H:4]2[CH2:5][N:6]([C:17]3[N:18]=[CH:19][C:20]4[O:21][CH2:22][C:23](=[O:27])[NH:24][C:25]=4[N:26]=3)[C@H:7]([C:10]3[CH:15]=[CH:14][CH:13]=[CH:12][CH:11]=3)[CH2:8][O:9]2)[CH2:3][CH2:2]1.